From a dataset of Reaction yield outcomes from USPTO patents with 853,638 reactions. Predict the reaction yield, written as a fraction of the theoretical maximum amount of product (1.0 means a 100% yield; for example, 0.34 means a 34% yield). (1) The reactants are [OH-].[Na+].[C:3]([O:7][C:8]([NH:10][C@@:11]1([C:25]([O:27]C(C)(C)C)=[O:26])[CH2:16][C:15](=[O:17])[C@@H:14]2[C@H:12]1[C@H:13]2[C:18]([O:20]C(C)(C)C)=[O:19])=[O:9])([CH3:6])([CH3:5])[CH3:4]. The catalyst is O1CCCC1.C(O)C. The product is [C:3]([O:7][C:8]([NH:10][C@@:11]1([C:25]([OH:27])=[O:26])[CH2:16][C:15](=[O:17])[C@@H:14]2[C@H:12]1[C@H:13]2[C:18]([OH:20])=[O:19])=[O:9])([CH3:6])([CH3:4])[CH3:5]. The yield is 0.960. (2) The reactants are C(OC([NH:11][C@@H:12]([C:24]([O:26][C:27]([CH3:30])([CH3:29])[CH3:28])=[O:25])[CH2:13][CH2:14][CH2:15][NH:16][C:17]([O:19][C:20]([CH3:23])([CH3:22])[CH3:21])=[O:18])=O)C1C=CC=CC=1. The catalyst is CCO.[Pd]. The product is [C:20]([O:19][C:17]([NH:16][CH2:15][CH2:14][CH2:13][C@H:12]([C:24]([O:26][C:27]([CH3:30])([CH3:29])[CH3:28])=[O:25])[NH2:11])=[O:18])([CH3:22])([CH3:23])[CH3:21]. The yield is 0.850. (3) The reactants are Cl.[C:2]([O:6][C:7]([N:9]1[CH2:12][CH:11]([CH2:13][NH2:14])[CH2:10]1)=[O:8])([CH3:5])([CH3:4])[CH3:3].CCN(CC)CC.[Cl:22][C:23]1[N:28]=[C:27](Cl)[N:26]=[C:25]([N:30]2[CH2:35][CH2:34][O:33][CH2:32][CH2:31]2)[N:24]=1. The catalyst is C1COCC1. The product is [C:2]([O:6][C:7]([N:9]1[CH2:12][CH:11]([CH2:13][NH:14][C:27]2[N:28]=[C:23]([Cl:22])[N:24]=[C:25]([N:30]3[CH2:31][CH2:32][O:33][CH2:34][CH2:35]3)[N:26]=2)[CH2:10]1)=[O:8])([CH3:5])([CH3:4])[CH3:3]. The yield is 0.460. (4) The reactants are [Br:1][C:2]1[C:3](F)=[C:4]2[C:10]([NH:11][C:12](=[O:14])[CH3:13])=[CH:9][NH:8][C:5]2=[N:6][CH:7]=1.CCN(C(C)C)C(C)C.[NH:25]1[CH2:29][CH2:28][C@H:27]([NH:30][C:31](=[O:37])[O:32][C:33]([CH3:36])([CH3:35])[CH3:34])[CH2:26]1. The catalyst is CCCCO. The product is [C:12]([NH:11][C:10]1[C:4]2[C:5](=[N:6][CH:7]=[C:2]([Br:1])[C:3]=2[N:25]2[CH2:29][CH2:28][C@H:27]([NH:30][C:31](=[O:37])[O:32][C:33]([CH3:35])([CH3:34])[CH3:36])[CH2:26]2)[NH:8][CH:9]=1)(=[O:14])[CH3:13]. The yield is 0.780. (5) The reactants are [C:1]([O:11][CH3:12])(=[O:10])/[CH:2]=[CH:3]/[C:4]1[CH:9]=[CH:8][CH:7]=[CH:6][CH:5]=1. The catalyst is C(Cl)Cl. The product is [C:4]1([CH2:3][CH2:2][C:1]([O:11][CH3:12])=[O:10])[CH:9]=[CH:8][CH:7]=[CH:6][CH:5]=1. The yield is 0.950. (6) The reactants are [C:1]([O:5][C:6](/[C:8](=[CH:13]\[C:14]1[CH:19]=[CH:18][C:17]([Cl:20])=[C:16]([F:21])[CH:15]=1)/[C:9]([O:11][CH3:12])=[O:10])=[O:7])([CH3:4])([CH3:3])[CH3:2].CO. The catalyst is CCOC(C)=O. The product is [C:1]([O:5][C:6]([C@H:8]([CH2:13][C:14]1[CH:19]=[CH:18][C:17]([Cl:20])=[C:16]([F:21])[CH:15]=1)[C:9]([O:11][CH3:12])=[O:10])=[O:7])([CH3:4])([CH3:2])[CH3:3]. The yield is 0.944. (7) The reactants are [CH2:1]([N:8]1[CH2:12][CH:11]([CH2:13]O)[CH:10]([CH2:15][OH:16])[CH2:9]1)[C:2]1[CH:7]=[CH:6][CH:5]=[CH:4][CH:3]=1.CC1C=CC(S(O)(=O)=O)=CC=1.[OH-].[Na+]. The catalyst is C1(C)C=CC=CC=1. The product is [CH2:1]([N:8]1[CH2:9][CH:10]2[CH2:15][O:16][CH2:13][CH:11]2[CH2:12]1)[C:2]1[CH:3]=[CH:4][CH:5]=[CH:6][CH:7]=1. The yield is 0.640. (8) The reactants are [OH:1][C:2]1[CH:7]=[CH:6][C:5]([N+:8]([O-:10])=[O:9])=[CH:4][N:3]=1.[I:11]([O-])(=O)=O.[K+].[I-].[K+]. The catalyst is S(=O)(=O)(O)O.O. The product is [OH:1][C:2]1[C:7]([I:11])=[CH:6][C:5]([N+:8]([O-:10])=[O:9])=[CH:4][N:3]=1. The yield is 0.920. (9) The reactants are [C:1]([O:5][C:6]([NH:8][C:9]1[CH:14]=[CH:13][CH:12]=[CH:11][C:10]=1[NH:15][C:16]([C:18]1[CH:23]=[CH:22][C:21]([CH2:24]OS(C)(=O)=O)=[CH:20][N:19]=1)=[O:17])=[O:7])([CH3:4])([CH3:3])[CH3:2].[CH3:30][N:31]([CH3:36])[CH2:32][CH2:33][CH2:34][NH2:35].C(=O)([O-])[O-].[K+].[K+].C(=O)([O-])O.[Na+]. The catalyst is CN(C=O)C. The product is [C:1]([O:5][C:6]([NH:8][C:9]1[CH:14]=[CH:13][CH:12]=[CH:11][C:10]=1[NH:15][C:16]([C:18]1[CH:23]=[CH:22][C:21]([CH2:24][NH:35][CH2:34][CH2:33][CH2:32][N:31]([CH3:36])[CH3:30])=[CH:20][N:19]=1)=[O:17])=[O:7])([CH3:3])([CH3:2])[CH3:4]. The yield is 0.380. (10) The reactants are [CH:1]([O:14][C:15]1[C:24]2[N:23]=[CH:22][CH:21]=[N:20][C:19]=2[C:18]([O:25]C)=[C:17]2[CH:27]([OH:39])[N:28]([CH2:31][C:32]3[CH:37]=[CH:36][C:35]([F:38])=[CH:34][CH:33]=3)[C:29](=O)[C:16]=12)(C1C=CC=CC=1)C1C=CC=CC=1.C([SiH](CC)CC)C.FC(F)(F)C(O)=O. The catalyst is C(Cl)Cl. The product is [F:38][C:35]1[CH:36]=[CH:37][C:32]([CH2:31][N:28]2[C:27](=[O:39])[C:17]3[C:16](=[C:15]([O:14][CH3:1])[C:24]4[N:23]=[CH:22][CH:21]=[N:20][C:19]=4[C:18]=3[OH:25])[CH2:29]2)=[CH:33][CH:34]=1. The yield is 0.380.